From a dataset of Forward reaction prediction with 1.9M reactions from USPTO patents (1976-2016). Predict the product of the given reaction. (1) The product is: [F:18][C:2]([F:17])([F:1])[S:3]([C:4]1[CH:5]=[CH:6][C:7]([C:10]2[CH:15]=[CH:14][C:13]([NH2:16])=[CH:12][CH:11]=2)=[CH:8][CH:9]=1)=[O:24]. Given the reactants [F:1][C:2]([F:18])([F:17])[S:3][C:4]1[CH:9]=[CH:8][C:7]([C:10]2[CH:15]=[CH:14][C:13]([NH2:16])=[CH:12][CH:11]=2)=[CH:6][CH:5]=1.ClC1C=C(C=CC=1)C(OO)=[O:24], predict the reaction product. (2) Given the reactants C(=O)([O-])[O-].[Ca+2].[C:6](Cl)(Cl)=[S:7].[NH2:10][C:11]1[CH:18]=[CH:17][C:14]([C:15]#[N:16])=[C:13]([C:19]([CH3:22])([CH3:21])[CH3:20])[CH:12]=1.Cl, predict the reaction product. The product is: [C:19]([C:13]1[CH:12]=[C:11]([N:10]=[C:6]=[S:7])[CH:18]=[CH:17][C:14]=1[C:15]#[N:16])([CH3:22])([CH3:20])[CH3:21]. (3) Given the reactants [NH2:1][C:2]1[N:10]=[CH:9][CH:8]=[CH:7][C:3]=1[C:4]([OH:6])=O.[CH3:11][NH2:12].[N:13]1([CH2:18][CH2:19][CH2:20][O:21][C:22]2[CH:29]=[CH:28][C:25]([CH:26]=O)=[CH:24][CH:23]=2)[CH2:17][CH2:16][CH2:15][CH2:14]1, predict the reaction product. The product is: [CH3:11][N:12]1[C:4](=[O:6])[C:3]2[CH:7]=[CH:8][CH:9]=[N:10][C:2]=2[N:1]=[C:26]1[C:25]1[CH:28]=[CH:29][C:22]([O:21][CH2:20][CH2:19][CH2:18][N:13]2[CH2:17][CH2:16][CH2:15][CH2:14]2)=[CH:23][CH:24]=1. (4) The product is: [C:14]([N:11]1[CH2:12][CH2:13][N:8]([C:5]2[CH:6]=[CH:7][C:2]([NH:1][CH:19]=[O:20])=[C:3]([O:17][CH3:18])[CH:4]=2)[CH2:9][CH2:10]1)(=[O:16])[CH3:15]. Given the reactants [NH2:1][C:2]1[CH:7]=[CH:6][C:5]([N:8]2[CH2:13][CH2:12][N:11]([C:14](=[O:16])[CH3:15])[CH2:10][CH2:9]2)=[CH:4][C:3]=1[O:17][CH3:18].[CH:19](OC)=[O:20], predict the reaction product. (5) Given the reactants [CH3:1][O:2][C:3](=[O:29])[C@@H:4]([O:6][C:7]1[CH:16]=[CH:15][C:14]([F:17])=[C:13]2[C:8]=1[C:9](=[O:28])[C:10]([CH2:20][C:21]1[CH:26]=[CH:25][C:24]([Cl:27])=[CH:23][CH:22]=1)=[C:11]([CH2:18][CH3:19])[NH:12]2)[CH3:5].Cl[C:31](OC(=O)C)([F:33])[F:32], predict the reaction product. The product is: [CH3:1][O:2][C:3](=[O:29])[C@@H:4]([O:6][C:7]1[CH:16]=[CH:15][C:14]([F:17])=[C:13]2[C:8]=1[C:9]([O:28][CH:31]([F:33])[F:32])=[C:10]([CH2:20][C:21]1[CH:26]=[CH:25][C:24]([Cl:27])=[CH:23][CH:22]=1)[C:11]([CH2:18][CH3:19])=[N:12]2)[CH3:5]. (6) Given the reactants [Cl:1][C:2]1[CH:3]=[CH:4][C:5]([NH:14][CH2:15][C:16]2[CH:21]=[CH:20][C:19]([O:22][CH3:23])=[CH:18][CH:17]=2)=[C:6]([CH:13]=1)[C:7](N(OC)C)=[O:8].[CH2:24]([O:26][C:27](=[O:32])[CH2:28][C:29](Cl)=[O:30])[CH3:25].CC[O-].[Na+], predict the reaction product. The product is: [CH2:24]([O:26][C:27]([C:28]1[C:29](=[O:30])[N:14]([CH2:15][C:16]2[CH:17]=[CH:18][C:19]([O:22][CH3:23])=[CH:20][CH:21]=2)[C:5]2[C:6]([C:7]=1[OH:8])=[CH:13][C:2]([Cl:1])=[CH:3][CH:4]=2)=[O:32])[CH3:25]. (7) Given the reactants [NH2:1][C:2]1[CH:3]=[C:4]2[C:8](=[CH:9][CH:10]=1)[N:7]([C:11]1[N:12]=[C:13]([O:16][CH:17]3[CH2:22][CH2:21][N:20]([C:23]([O:25][C:26]([CH3:29])([CH3:28])[CH3:27])=[O:24])[CH2:19][CH2:18]3)[S:14][CH:15]=1)[CH:6]=[CH:5]2.C(N(CC)CC)C.Cl[CH2:38][CH2:39][O:40][CH:41]=[O:42], predict the reaction product. The product is: [CH2:39]([O:40][C:41]([NH:1][C:2]1[CH:3]=[C:4]2[C:8](=[CH:9][CH:10]=1)[N:7]([C:11]1[N:12]=[C:13]([O:16][CH:17]3[CH2:18][CH2:19][N:20]([C:23]([O:25][C:26]([CH3:29])([CH3:28])[CH3:27])=[O:24])[CH2:21][CH2:22]3)[S:14][CH:15]=1)[CH:6]=[CH:5]2)=[O:42])[CH3:38].